Dataset: Reaction yield outcomes from USPTO patents with 853,638 reactions. Task: Predict the reaction yield, written as a fraction of the theoretical maximum amount of product (1.0 means a 100% yield; for example, 0.34 means a 34% yield). The reactants are [C:1]([C:5]1[CH:23]=[CH:22][C:8]([C:9]([NH:11][C:12]2[N:13]=[C:14]3[CH:19]=[CH:18][C:17](Cl)=[N:16][N:15]3[CH:21]=2)=[O:10])=[CH:7][CH:6]=1)([CH3:4])([CH3:3])[CH3:2].[NH:24]1[CH:28]=[CH:27][N:26]=[CH:25]1.C(=O)([O-])[O-].[K+].[K+].O. The catalyst is CN(C)C=O. The product is [C:1]([C:5]1[CH:23]=[CH:22][C:8]([C:9]([NH:11][C:12]2[N:13]=[C:14]3[CH:19]=[CH:18][C:17]([N:24]4[CH:28]=[CH:27][N:26]=[CH:25]4)=[N:16][N:15]3[CH:21]=2)=[O:10])=[CH:7][CH:6]=1)([CH3:4])([CH3:3])[CH3:2]. The yield is 0.640.